From a dataset of Reaction yield outcomes from USPTO patents with 853,638 reactions. Predict the reaction yield, written as a fraction of the theoretical maximum amount of product (1.0 means a 100% yield; for example, 0.34 means a 34% yield). (1) The reactants are [C:1](=[O:70])([O:7][C@H:8]([C@@H:37]([NH:45][C:46](=[O:69])[C@@H:47]([N:52]1[CH2:56][CH2:55][N:54]([CH2:57][C:58]2[CH:63]=[CH:62][CH:61]=[C:60]([C:64]([OH:67])([CH3:66])[CH3:65])[N:59]=2)[C:53]1=[O:68])[C:48]([CH3:51])([CH3:50])[CH3:49])[CH2:38][C:39]1[CH:44]=[CH:43][CH:42]=[CH:41][CH:40]=1)[CH2:9][C@H:10]([NH:24][C:25](=[O:36])[C@H:26]([C:32]([CH3:35])([CH3:34])[CH3:33])[NH:27][C:28]([O:30][CH3:31])=[O:29])[CH2:11][C:12]1[CH:17]=[CH:16][C:15]([C:18]2[CH:23]=[CH:22][CH:21]=[CH:20][N:19]=2)=[CH:14][CH:13]=1)[O:2][C:3]([CH3:6])([CH3:5])[CH3:4].C(N(CC)[P:74]([O:83][CH2:84][C:85]1[CH:90]=[CH:89][CH:88]=[CH:87][CH:86]=1)[O:75][CH2:76][C:77]1[CH:82]=[CH:81][CH:80]=[CH:79][CH:78]=1)C.N1C=NN=N1.ClC1C=CC=C(C(OO)=[O:106])C=1. The catalyst is O1CCCC1.C(OCC)(=O)C.ClCCl. The product is [C:1](=[O:70])([O:2][C:3]([CH3:4])([CH3:5])[CH3:6])[O:7][C@H:8]([C@@H:37]([NH:45][C:46](=[O:69])[C@@H:47]([N:52]1[CH2:56][CH2:55][N:54]([CH2:57][C:58]2[CH:63]=[CH:62][CH:61]=[C:60]([C:64]([O:67][P:74]([O:75][CH2:76][C:77]3[CH:78]=[CH:79][CH:80]=[CH:81][CH:82]=3)([O:83][CH2:84][C:85]3[CH:86]=[CH:87][CH:88]=[CH:89][CH:90]=3)=[O:106])([CH3:66])[CH3:65])[N:59]=2)[C:53]1=[O:68])[C:48]([CH3:51])([CH3:50])[CH3:49])[CH2:38][C:39]1[CH:44]=[CH:43][CH:42]=[CH:41][CH:40]=1)[CH2:9][C@H:10]([NH:24][C:25](=[O:36])[C@H:26]([C:32]([CH3:35])([CH3:34])[CH3:33])[NH:27][C:28]([O:30][CH3:31])=[O:29])[CH2:11][C:12]1[CH:13]=[CH:14][C:15]([C:18]2[CH:23]=[CH:22][CH:21]=[CH:20][N:19]=2)=[CH:16][CH:17]=1. The yield is 0.480. (2) The reactants are [C:1]([O:5][CH:6]([C:11]1[N:15]([CH3:16])[N:14]=[C:13]([C:17]2[CH:22]=[CH:21][CH:20]=[CH:19][CH:18]=2)[C:12]=1[C:23]1[CH2:28][CH2:27][C:26]([CH3:30])([CH3:29])[CH2:25][CH:24]=1)[C:7]([O:9]C)=[O:8])([CH3:4])([CH3:3])[CH3:2].[OH-].[K+]. The catalyst is C(O)C.O. The product is [C:1]([O:5][CH:6]([C:11]1[N:15]([CH3:16])[N:14]=[C:13]([C:17]2[CH:22]=[CH:21][CH:20]=[CH:19][CH:18]=2)[C:12]=1[C:23]1[CH2:28][CH2:27][C:26]([CH3:30])([CH3:29])[CH2:25][CH:24]=1)[C:7]([OH:9])=[O:8])([CH3:4])([CH3:2])[CH3:3]. The yield is 0.860. (3) The reactants are [CH2:1]([N:8]1[C:16]2[C:11](=[CH:12][CH:13]=[CH:14][CH:15]=2)[CH:10]=[CH:9]1)C1C=CC=CC=1.CC([O-])(C)C.[K+].[SiH:23]([CH2:28][CH3:29])([CH2:26][CH3:27])[CH2:24][CH3:25]. The catalyst is O1CCCC1. The product is [CH3:1][N:8]1[C:16]2[C:11](=[CH:12][CH:13]=[CH:14][CH:15]=2)[C:10]([Si:23]([CH2:28][CH3:29])([CH2:26][CH3:27])[CH2:24][CH3:25])=[CH:9]1. The yield is 0.310. (4) The reactants are [CH3:1][C:2]1[O:6][N:5]=[C:4]([C:7]2[CH:12]=[CH:11][CH:10]=[CH:9][CH:8]=2)[C:3]=1[C:13]1[CH:18]=[CH:17][N:16]=[C:15]([NH2:19])[N:14]=1.Br[C:21]1[CH:26]=[CH:25][CH:24]=[CH:23][CH:22]=1.C1C=CC(P(C2C(C3C(P(C4C=CC=CC=4)C4C=CC=CC=4)=CC=C4C=3C=CC=C4)=C3C(C=CC=C3)=CC=2)C2C=CC=CC=2)=CC=1.CC(C)([O-])C.[Na+]. The catalyst is C1(C)C=CC=CC=1.C(OCC)(=O)C.[Pd].[Pd].C(=CC(C=CC1C=CC=CC=1)=O)C1C=CC=CC=1.C(=CC(C=CC1C=CC=CC=1)=O)C1C=CC=CC=1.C(=CC(C=CC1C=CC=CC=1)=O)C1C=CC=CC=1. The product is [CH3:1][C:2]1[O:6][N:5]=[C:4]([C:7]2[CH:8]=[CH:9][CH:10]=[CH:11][CH:12]=2)[C:3]=1[C:13]1[CH:18]=[CH:17][N:16]=[C:15]([NH:19][C:21]2[CH:26]=[CH:25][CH:24]=[CH:23][CH:22]=2)[N:14]=1. The yield is 0.360. (5) The reactants are [OH:1][C:2]1[N:3]=[CH:4][C:5]2[C:10]([C:11]=1[C:12]([O:14][CH2:15][CH3:16])=[O:13])=[CH:9][CH:8]=[CH:7][CH:6]=2.[C:17]1(P(C2C=CC=CC=2)C2C=CC=CC=2)C=CC=C[CH:18]=1.C(O)C.CC(OC(/N=N/C(OC(C)C)=O)=O)C. The catalyst is C1COCC1. The product is [CH2:17]([O:1][C:2]1[N:3]=[CH:4][C:5]2[C:10]([C:11]=1[C:12]([O:14][CH2:15][CH3:16])=[O:13])=[CH:9][CH:8]=[CH:7][CH:6]=2)[CH3:18]. The yield is 0.760.